This data is from Peptide-MHC class I binding affinity with 185,985 pairs from IEDB/IMGT. The task is: Regression. Given a peptide amino acid sequence and an MHC pseudo amino acid sequence, predict their binding affinity value. This is MHC class I binding data. (1) The peptide sequence is KIEDLINQL. The MHC is HLA-A02:03 with pseudo-sequence HLA-A02:03. The binding affinity (normalized) is 0.309. (2) The peptide sequence is FPQSNAPIMD. The MHC is HLA-B53:01 with pseudo-sequence HLA-B53:01. The binding affinity (normalized) is 0.563.